From a dataset of Catalyst prediction with 721,799 reactions and 888 catalyst types from USPTO. Predict which catalyst facilitates the given reaction. (1) Reactant: [CH:1]1[C:10]2[C:5](=[CH:6][CH:7]=[CH:8][CH:9]=2)[CH:4]=[CH:3][C:2]=1[OH:11].C([O-])([O-])=O.[K+].[K+].Br[CH2:19][CH2:20][CH2:21][CH2:22][Cl:23]. Product: [CH:1]1[C:10]2[C:5](=[CH:6][CH:7]=[CH:8][CH:9]=2)[CH:4]=[CH:3][C:2]=1[O:11][CH2:19][CH2:20][CH2:21][CH2:22][Cl:23]. The catalyst class is: 21. (2) Reactant: [Cl:1][C:2]1[CH:3]=[C:4]([CH2:32][CH2:33][C:34]([O:36]CC)=[O:35])[CH:5]=[C:6]([O:30][CH3:31])[C:7]=1[O:8][C@H:9]([C:14]1[CH:19]=[CH:18][CH:17]=[C:16]([C:20]2[CH:25]=[CH:24][C:23]([C:26]([F:29])([F:28])[F:27])=[CH:22][CH:21]=2)[N:15]=1)[CH2:10][CH2:11][CH2:12][CH3:13].[OH-].[Na+].Cl. Product: [Cl:1][C:2]1[CH:3]=[C:4]([CH2:32][CH2:33][C:34]([OH:36])=[O:35])[CH:5]=[C:6]([O:30][CH3:31])[C:7]=1[O:8][C@H:9]([C:14]1[CH:19]=[CH:18][CH:17]=[C:16]([C:20]2[CH:25]=[CH:24][C:23]([C:26]([F:29])([F:27])[F:28])=[CH:22][CH:21]=2)[N:15]=1)[CH2:10][CH2:11][CH2:12][CH3:13]. The catalyst class is: 36. (3) Product: [CH3:31][N:32]([CH3:33])[C:18]([C@@H:16]1[CH2:17][C@H:15]1[C:12]1[CH:13]=[CH:14][C:9]([NH:8][CH2:7][C:6]2[S:5][C:4]([C:21]3[CH:26]=[CH:25][C:24]([C:27]([F:29])([F:28])[F:30])=[CH:23][CH:22]=3)=[N:3][C:2]=2[CH3:1])=[CH:10][CH:11]=1)=[O:20]. The catalyst class is: 139. Reactant: [CH3:1][C:2]1[N:3]=[C:4]([C:21]2[CH:26]=[CH:25][C:24]([C:27]([F:30])([F:29])[F:28])=[CH:23][CH:22]=2)[S:5][C:6]=1[CH2:7][NH:8][C:9]1[CH:14]=[CH:13][C:12]([C@@H:15]2[CH2:17][C@H:16]2[C:18]([OH:20])=O)=[CH:11][CH:10]=1.[CH3:31][N:32](C(ON1N=NC2C=CC=NC1=2)=[N+](C)C)[CH3:33].F[P-](F)(F)(F)(F)F.CNC. (4) Reactant: C(N(CC)CC)C.[C:8](Cl)(=[O:15])[C:9]1[CH:14]=[CH:13][CH:12]=[CH:11][CH:10]=1.[CH2:17]([O:24][C:25]1[C:26]([CH3:34])=[C:27]([CH3:33])[C:28]([NH2:32])=[N:29][C:30]=1[CH3:31])[C:18]1[CH:23]=[CH:22][CH:21]=[CH:20][CH:19]=1. Product: [CH2:17]([O:24][C:25]1[C:26]([CH3:34])=[C:27]([CH3:33])[C:28]([NH:32][C:8](=[O:15])[C:9]2[CH:14]=[CH:13][CH:12]=[CH:11][CH:10]=2)=[N:29][C:30]=1[CH3:31])[C:18]1[CH:19]=[CH:20][CH:21]=[CH:22][CH:23]=1. The catalyst class is: 2. (5) Reactant: Cl.CN(C)CCCN=C=NCC.[C:13]([C:15]1[CH:16]=[C:17]([CH:21]([O:25][N:26]2[C:34](=[O:35])[C:33]3[C:28](=[CH:29][CH:30]=[CH:31][CH:32]=3)[C:27]2=[O:36])[C:22]([OH:24])=O)[CH:18]=[CH:19][CH:20]=1)#[N:14].[NH:37]1[CH2:42][CH2:41][O:40][CH2:39][CH2:38]1. Product: [O:36]=[C:27]1[C:28]2[C:33](=[CH:32][CH:31]=[CH:30][CH:29]=2)[C:34](=[O:35])[N:26]1[O:25][CH:21]([C:17]1[CH:16]=[C:15]([CH:20]=[CH:19][CH:18]=1)[C:13]#[N:14])[C:22]([N:37]1[CH2:42][CH2:41][O:40][CH2:39][CH2:38]1)=[O:24]. The catalyst class is: 2. (6) Reactant: [CH2:1]([O:5][C:6]1[N:11]=[C:10]([CH2:12][OH:13])[CH:9]=[CH:8][CH:7]=1)[CH2:2][CH2:3][CH3:4]. Product: [CH2:1]([O:5][C:6]1[N:11]=[C:10]([CH:12]=[O:13])[CH:9]=[CH:8][CH:7]=1)[CH2:2][CH2:3][CH3:4]. The catalyst class is: 327. (7) Reactant: [F:1][C:2]1[CH:3]=[C:4]([C@H:9]2[N:14]([CH2:15][C:16]([OH:18])=O)[C:13](=[O:19])[C:12]([CH3:21])([CH3:20])[CH2:11][CH2:10]2)[CH:5]=[C:6]([F:8])[CH:7]=1.[NH2:22][C:23]1[CH:24]=[C:25]2[C:46](=[CH:47][CH:48]=1)[CH2:45][C@:27]1([C:35]3[C:30](=[N:31][CH:32]=[CH:33][CH:34]=3)[N:29]([CH2:36][O:37][CH2:38][CH2:39][Si:40]([CH3:43])([CH3:42])[CH3:41])[C:28]1=[O:44])[CH2:26]2.C1C=CC2N(O)N=NC=2C=1.C(Cl)CCl. Product: [F:1][C:2]1[CH:3]=[C:4]([C@H:9]2[N:14]([CH2:15][C:16]([NH:22][C:23]3[CH:24]=[C:25]4[C:46](=[CH:47][CH:48]=3)[CH2:45][C@:27]3([C:35]5[C:30](=[N:31][CH:32]=[CH:33][CH:34]=5)[N:29]([CH2:36][O:37][CH2:38][CH2:39][Si:40]([CH3:41])([CH3:42])[CH3:43])[C:28]3=[O:44])[CH2:26]4)=[O:18])[C:13](=[O:19])[C:12]([CH3:21])([CH3:20])[CH2:11][CH2:10]2)[CH:5]=[C:6]([F:8])[CH:7]=1. The catalyst class is: 3.